From a dataset of Catalyst prediction with 721,799 reactions and 888 catalyst types from USPTO. Predict which catalyst facilitates the given reaction. (1) Reactant: [H-].[Na+].[F:3][C:4]1[CH:10]=[CH:9][C:7]([NH2:8])=[C:6]([C:11]([F:14])([F:13])[F:12])[CH:5]=1.Cl[C:16]1[C:21]([N+:22]([O-:24])=[O:23])=[CH:20][CH:19]=[C:18]([Cl:25])[N:17]=1.O. Product: [Cl:25][C:18]1[N:17]=[C:16]([NH:8][C:7]2[CH:9]=[CH:10][C:4]([F:3])=[CH:5][C:6]=2[C:11]([F:12])([F:13])[F:14])[C:21]([N+:22]([O-:24])=[O:23])=[CH:20][CH:19]=1. The catalyst class is: 1. (2) Reactant: [H-].[Na+].N1C=CN=N1.CS(OCC1N(S(C2C=CC=CC=2)(=O)=O)C2=NC=CC(C3C=CC(S(N4CCCC4)(=O)=O)=CC=3)=C2C=1)(=O)=O.[Cl-].[NH4+].C1(S(N2C3=NC=CC(C4C=CC(S(N5CCCC5)(=O)=O)=CC=4)=C3C=C2CN2C=CN=N2)(=O)=O)C=CC=CC=1.C1(S([N:95]2[C:99]3=[N:100][CH:101]=[CH:102][C:103]([C:104]4[CH:109]=[CH:108][C:107]([S:110]([N:113]5[CH2:117][CH2:116][CH2:115][CH2:114]5)(=[O:112])=[O:111])=[CH:106][CH:105]=4)=[C:98]3[CH:97]=[C:96]2[CH2:118][N:119]2[N:123]=[CH:122][CH:121]=[N:120]2)(=O)=O)C=CC=CC=1.[OH-].[Na+]. Product: [N:113]1([S:110]([C:107]2[CH:108]=[CH:109][C:104]([C:103]3[CH:102]=[CH:101][N:100]=[C:99]4[NH:95][C:96]([CH2:118][N:119]5[N:123]=[CH:122][CH:121]=[N:120]5)=[CH:97][C:98]=34)=[CH:105][CH:106]=2)(=[O:111])=[O:112])[CH2:117][CH2:116][CH2:115][CH2:114]1. The catalyst class is: 121. (3) Reactant: C(OC([NH:11][C@H:12]1[CH2:17][CH2:16][N:15]([C:18]2[CH:19]=[CH:20][C:21]([CH3:28])=[C:22]([CH:27]=2)[C:23]([O:25][CH3:26])=[O:24])[CH2:14][C@H:13]1[O:29][CH3:30])=O)C1C=CC=CC=1. Product: [NH2:11][C@H:12]1[CH2:17][CH2:16][N:15]([C:18]2[CH:19]=[CH:20][C:21]([CH3:28])=[C:22]([CH:27]=2)[C:23]([O:25][CH3:26])=[O:24])[CH2:14][C@H:13]1[O:29][CH3:30]. The catalyst class is: 719. (4) Reactant: [H-].[Na+].[CH:3]1([CH2:9][CH2:10][CH2:11][C@@H:12]([C:21]2[O:25][N:24]=[C:23]([CH2:26][OH:27])[N:22]=2)[CH2:13][C:14]([O:16][C:17]([CH3:20])([CH3:19])[CH3:18])=[O:15])[CH2:8][CH2:7][CH2:6][CH2:5][CH2:4]1.Br[CH:29]([CH3:35])[C:30]([O:32][CH2:33][CH3:34])=[O:31]. Product: [CH:3]1([CH2:9][CH2:10][CH2:11][C@@H:12]([C:21]2[O:25][N:24]=[C:23]([CH2:26][O:27][CH:29]([CH3:35])[C:30]([O:32][CH2:33][CH3:34])=[O:31])[N:22]=2)[CH2:13][C:14]([O:16][C:17]([CH3:20])([CH3:19])[CH3:18])=[O:15])[CH2:4][CH2:5][CH2:6][CH2:7][CH2:8]1. The catalyst class is: 54.